The task is: Predict the product of the given reaction.. This data is from Forward reaction prediction with 1.9M reactions from USPTO patents (1976-2016). Given the reactants [NH2:1][C:2]1[CH:3]=[C:4]([CH:7]=[C:8]([CH3:32])[C:9]=1[C:10]#[C:11][CH2:12][C:13]([CH2:19][C:20]1([CH3:31])[C:29]2[C:24](=[CH:25][CH:26]=[C:27]([F:30])[CH:28]=2)[O:23][CH2:22][CH2:21]1)([OH:18])[C:14]([F:17])([F:16])[F:15])[C:5]#[N:6].FC(F)(F)C(OC(=O)C(F)(F)F)=O.CN(C)C(=N)N(C)C, predict the reaction product. The product is: [CH3:32][C:8]1[CH:7]=[C:4]([C:5]#[N:6])[CH:3]=[C:2]2[C:9]=1[CH:10]=[C:11]([CH2:12][C:13]([CH2:19][C:20]1([CH3:31])[C:29]3[C:24](=[CH:25][CH:26]=[C:27]([F:30])[CH:28]=3)[O:23][CH2:22][CH2:21]1)([OH:18])[C:14]([F:15])([F:16])[F:17])[NH:1]2.